Dataset: Full USPTO retrosynthesis dataset with 1.9M reactions from patents (1976-2016). Task: Predict the reactants needed to synthesize the given product. (1) Given the product [Br:8][C:6]1[N:7]=[C:2]([Br:1])[C:3]2[N:4]([CH:10]=[CH:11][N:9]=2)[CH:5]=1, predict the reactants needed to synthesize it. The reactants are: [Br:1][C:2]1[C:3]([NH2:9])=[N:4][CH:5]=[C:6]([Br:8])[N:7]=1.[CH2:10](O)[CH3:11]. (2) Given the product [ClH:1].[ClH:13].[CH2:15]([N:24]1[CH2:29][CH2:28][N:27]([CH2:2][C:3]([C:5]2[CH:10]=[CH:9][C:8]([O:11][CH3:12])=[CH:7][CH:6]=2)=[O:4])[CH2:26][CH2:25]1)[C:16]([C:18]1[CH:19]=[CH:20][CH:21]=[CH:22][CH:23]=1)=[O:17], predict the reactants needed to synthesize it. The reactants are: [Cl:1][CH2:2][C:3]([C:5]1[CH:10]=[CH:9][C:8]([O:11][CH3:12])=[CH:7][CH:6]=1)=[O:4].[ClH:13].Cl.[CH2:15]([N:24]1[CH2:29][CH2:28][NH:27][CH2:26][CH2:25]1)[C:16]([C:18]1[CH:23]=[CH:22][CH:21]=[CH:20][CH:19]=1)=[O:17].C([O-])([O-])=O.[K+].[K+]. (3) Given the product [CH3:17][C:16]1[C:15]2[CH:18]=[CH:19][CH:20]=[CH:21][C:14]=2[O:13][C:12]=1[S:9]([C:6]1[CH:7]=[CH:8][C:3](=[O:2])[NH:4][N:5]=1)(=[O:11])=[O:10], predict the reactants needed to synthesize it. The reactants are: C[O:2][C:3]1[N:4]=[N:5][C:6]([S:9]([C:12]2[O:13][C:14]3[CH:21]=[CH:20][C:19](Cl)=[CH:18][C:15]=3[C:16]=2[CH3:17])(=[O:11])=[O:10])=[CH:7][CH:8]=1.Cl. (4) Given the product [Cl-:27].[CH2:17]([O:16][C:14]([C@@H:13]([NH:12][C:10]([C@@H:9]([NH2+:8][CH3:6])[CH3:25])=[O:11])[CH3:24])=[O:15])[C:18]1[CH:19]=[CH:20][CH:21]=[CH:22][CH:23]=1, predict the reactants needed to synthesize it. The reactants are: C(O[C:6]([N:8](C)[C@@H:9]([CH3:25])[C:10]([NH:12][C@@H:13]([CH3:24])[C:14]([O:16][CH2:17][C:18]1[CH:23]=[CH:22][CH:21]=[CH:20][CH:19]=1)=[O:15])=[O:11])=O)(C)(C)C.[ClH:27]. (5) Given the product [CH2:19]([N:15]1[CH2:16][CH2:17][C@H:13]([N:2]([CH3:1])[C:3](=[O:12])[O:4][CH2:5][C:6]2[CH:11]=[CH:10][CH:9]=[CH:8][CH:7]=2)[CH2:14]1)[CH3:20], predict the reactants needed to synthesize it. The reactants are: [CH3:1][N:2]([C@H:13]1[CH2:17][CH2:16][NH:15][CH2:14]1)[C:3](=[O:12])[O:4][CH2:5][C:6]1[CH:11]=[CH:10][CH:9]=[CH:8][CH:7]=1.I[CH2:19][CH3:20].C(=O)([O-])[O-].[K+].[K+]. (6) Given the product [Cl:1][C:2]1[CH:10]=[CH:9][CH:8]=[C:7]2[C:3]=1[C:4]([C:15]([NH:18][CH2:19][CH2:20][C:21]1([OH:26])[CH2:25][CH2:24][CH2:23][CH2:22]1)=[O:17])=[CH:5][N:6]2[CH:11]1[CH2:12][O:13][CH2:14]1, predict the reactants needed to synthesize it. The reactants are: [Cl:1][C:2]1[CH:10]=[CH:9][CH:8]=[C:7]2[C:3]=1[C:4]([C:15]([OH:17])=O)=[CH:5][N:6]2[CH:11]1[CH2:14][O:13][CH2:12]1.[NH2:18][CH2:19][CH2:20][C:21]1([OH:26])[CH2:25][CH2:24][CH2:23][CH2:22]1.Cl.C(N=C=N)C.N1(O)C2C=CC=CC=2N=N1.C(N(C(C)C)C(C)C)C. (7) Given the product [F:38][C:17]([F:16])([F:37])[C:18]1[CH:32]=[C:31]([C:33]([F:36])([F:35])[F:34])[CH:30]=[CH:29][C:19]=1[CH2:20][N:21]1[CH2:26][CH2:25][CH:24](/[CH:27]=[C:13]2/[C:9]([NH:8][CH:4]3[CH2:5][CH2:6][CH2:7][N:2]([CH3:1])[C:3]3=[O:15])=[N:10][C:11](=[O:14])[S:12]/2)[CH2:23][CH2:22]1, predict the reactants needed to synthesize it. The reactants are: [CH3:1][N:2]1[CH2:7][CH2:6][CH2:5][CH:4]([NH:8][C:9]2[CH2:13][S:12][C:11](=[O:14])[N:10]=2)[C:3]1=[O:15].[F:16][C:17]([F:38])([F:37])[C:18]1[CH:32]=[C:31]([C:33]([F:36])([F:35])[F:34])[CH:30]=[CH:29][C:19]=1[CH2:20][N:21]1[CH2:26][CH2:25][CH:24]([CH:27]=O)[CH2:23][CH2:22]1.C([O-])(=O)C.[NH2+]1CCCCC1.